This data is from Catalyst prediction with 721,799 reactions and 888 catalyst types from USPTO. The task is: Predict which catalyst facilitates the given reaction. (1) Reactant: CC1C=CC(S(O[CH2:12][C@@H:13]2[O:18][C:17]3[CH:19]=[C:20]([S:24]([CH3:27])(=[O:26])=[O:25])[CH:21]=[C:22]([Cl:23])[C:16]=3[O:15][CH2:14]2)(=O)=O)=CC=1.[CH2:28]([NH:30][CH2:31][CH2:32][CH3:33])[CH3:29]. Product: [CH2:28]([N:30]([CH2:12][C@@H:13]1[O:18][C:17]2[CH:19]=[C:20]([S:24]([CH3:27])(=[O:25])=[O:26])[CH:21]=[C:22]([Cl:23])[C:16]=2[O:15][CH2:14]1)[CH2:31][CH2:32][CH3:33])[CH3:29]. The catalyst class is: 10. (2) Reactant: [F:1][C:2]1[CH:7]=[CH:6][C:5](/[CH:8]=[CH:9]/[C:10](O)=[O:11])=[CH:4][C:3]=1[O:13][CH3:14].C(N(CC)CC)C.P([N:38]=[N+:39]=[N-:40])(=O)(OC1C=CC=CC=1)OC1C=CC=CC=1. Product: [F:1][C:2]1[CH:7]=[CH:6][C:5](/[CH:8]=[CH:9]/[C:10]([N:38]=[N+:39]=[N-:40])=[O:11])=[CH:4][C:3]=1[O:13][CH3:14]. The catalyst class is: 11. (3) Reactant: [C:1]1([CH:7]([C:13]2[CH:18]=[CH:17][CH:16]=[CH:15][CH:14]=2)[N:8]2[CH2:11][C:10](=O)[CH2:9]2)[CH:6]=[CH:5][CH:4]=[CH:3][CH:2]=1.Cl.[CH2:20]1[NH:25][CH2:24][CH2:23][N:22]2[C:26](=[O:30])[CH2:27][CH2:28][CH2:29][CH:21]12.C(O)(=O)C.C([BH3-])#N.C[NH+](C)C. Product: [C:1]1([CH:7]([C:13]2[CH:18]=[CH:17][CH:16]=[CH:15][CH:14]=2)[N:8]2[CH2:11][CH:10]([N:25]3[CH2:24][CH2:23][N:22]4[C:26](=[O:30])[CH2:27][CH2:28][CH2:29][CH:21]4[CH2:20]3)[CH2:9]2)[CH:6]=[CH:5][CH:4]=[CH:3][CH:2]=1. The catalyst class is: 5. (4) Reactant: [CH3:1][C:2]1([CH3:35])[CH2:7][CH:6]([C:8]2[S:9][C:10]([C:13]3[CH:18]=[C:17]([NH:19][C:20]4[N:25]=[C:24]([C:26]([F:29])([F:28])[F:27])[CH:23]=[CH:22][N:21]=4)[CH:16]=[C:15]([CH3:30])[CH:14]=3)=[CH:11][N:12]=2)[CH2:5][CH2:4][CH:3]1[C:31]([O:33]C)=[O:32].[OH-].[Na+].Cl. Product: [CH3:1][C:2]1([CH3:35])[CH2:7][CH:6]([C:8]2[S:9][C:10]([C:13]3[CH:18]=[C:17]([NH:19][C:20]4[N:25]=[C:24]([C:26]([F:29])([F:28])[F:27])[CH:23]=[CH:22][N:21]=4)[CH:16]=[C:15]([CH3:30])[CH:14]=3)=[CH:11][N:12]=2)[CH2:5][CH2:4][CH:3]1[C:31]([OH:33])=[O:32]. The catalyst class is: 5. (5) Reactant: [F:1][C:2]1[CH:10]=[C:9]([CH:11]([O:13][CH2:14][C:15]2([C:28]3[CH:33]=[CH:32][C:31]([F:34])=[CH:30][CH:29]=3)[CH2:20][CH2:19][N:18](C(OC(C)(C)C)=O)[CH2:17][CH2:16]2)[CH3:12])[C:8]2[C:4](=[CH:5][N:6](COCC[Si](C)(C)C)[N:7]=2)[CH:3]=1. Product: [F:1][C:2]1[CH:10]=[C:9]([CH:11]([O:13][CH2:14][C:15]2([C:28]3[CH:33]=[CH:32][C:31]([F:34])=[CH:30][CH:29]=3)[CH2:20][CH2:19][NH:18][CH2:17][CH2:16]2)[CH3:12])[C:8]2[C:4](=[CH:5][NH:6][N:7]=2)[CH:3]=1. The catalyst class is: 55. (6) Reactant: [CH2:1]([N:8]1[CH2:12][CH2:11][C:10](=[O:13])[CH2:9]1)[C:2]1[CH:7]=[CH:6][CH:5]=[CH:4][CH:3]=1.[Si](OS(C(F)(F)F)(=O)=O)(C)(C)C.[CH:26](O)([C:33]1[CH:38]=[CH:37][CH:36]=[CH:35][CH:34]=1)[C:27]1[CH:32]=[CH:31][CH:30]=[CH:29][CH:28]=1.C(=O)(O)[O-].[Na+]. Product: [CH:26]([CH:11]1[CH2:12][N:8]([CH2:1][C:2]2[CH:3]=[CH:4][CH:5]=[CH:6][CH:7]=2)[CH2:9][C:10]1=[O:13])([C:27]1[CH:32]=[CH:31][CH:30]=[CH:29][CH:28]=1)[C:33]1[CH:38]=[CH:37][CH:36]=[CH:35][CH:34]=1. The catalyst class is: 4. (7) Reactant: C(=O)([O-])[O-].Cl.Cl.[NH:7]1[CH2:12][CH:11]=[C:10]([C:13]2[CH:25]=[CH:24][C:16]([CH2:17][C@@H:18]([C:20]([O:22][CH3:23])=[O:21])[NH2:19])=[CH:15][CH:14]=2)[CH2:9][CH2:8]1. Product: [NH:7]1[CH2:8][CH:9]=[C:10]([C:13]2[CH:25]=[CH:24][C:16]([CH2:17][C@@H:18]([C:20]([O:22][CH3:23])=[O:21])[NH2:19])=[CH:15][CH:14]=2)[CH2:11][CH2:12]1. The catalyst class is: 5.